This data is from Forward reaction prediction with 1.9M reactions from USPTO patents (1976-2016). The task is: Predict the product of the given reaction. Given the reactants Cl.[NH2:2][CH2:3][CH2:4][C:5]1[C:13]2[C:8](=[CH:9][CH:10]=[CH:11][CH:12]=2)[NH:7][CH:6]=1.[C:14]1([C:20]2[O:24][N:23]=[CH:22][C:21]=2[CH2:25][CH2:26][C:27](O)=[O:28])[CH:19]=[CH:18][CH:17]=[CH:16][CH:15]=1.O.ON1C2C=CC=CC=2N=N1.Cl.C(N=C=NCCCN(C)C)C, predict the reaction product. The product is: [NH:7]1[C:8]2[C:13](=[CH:12][CH:11]=[CH:10][CH:9]=2)[C:5]([CH2:4][CH2:3][NH:2][C:27](=[O:28])[CH2:26][CH2:25][C:21]2[CH:22]=[N:23][O:24][C:20]=2[C:14]2[CH:15]=[CH:16][CH:17]=[CH:18][CH:19]=2)=[CH:6]1.